From a dataset of Full USPTO retrosynthesis dataset with 1.9M reactions from patents (1976-2016). Predict the reactants needed to synthesize the given product. (1) Given the product [C:36]([O:28][C:27](=[O:29])[NH:26][CH:10]([S:19]([C:13]1[CH:18]=[CH:17][CH:16]=[CH:15][CH:14]=1)(=[O:21])=[O:20])[C:9]1[CH:8]=[CH:7][C:4]([C:5]#[N:6])=[CH:3][C:2]=1[Br:1])([CH3:35])([CH3:37])[CH3:30], predict the reactants needed to synthesize it. The reactants are: [Br:1][C:2]1[CH:3]=[C:4]([CH:7]=[CH:8][C:9]=1[CH:10]=O)[C:5]#[N:6].[Na+].[C:13]1([S:19]([O-:21])=[O:20])[CH:18]=[CH:17][CH:16]=[CH:15][CH:14]=1.C([NH:26][C:27](=[O:29])[O-:28])(C)(C)C.[CH:30](O)=O.O1[CH2:37][CH2:36][CH2:35]C1. (2) Given the product [OH:39][C:36]([CH3:38])([CH3:37])[CH2:35][O:1][C:2]1[CH:3]=[N:4][C:5]([C:8]2[CH:9]=[C:10]([CH:14]([C:16]3[C:21](=[O:22])[CH:20]=[CH:19][N:18]([C:23]4[CH:24]=[N:25][N:26]([CH3:28])[CH:27]=4)[N:17]=3)[CH3:15])[CH:11]=[CH:12][CH:13]=2)=[N:6][CH:7]=1, predict the reactants needed to synthesize it. The reactants are: [OH:1][C:2]1[CH:3]=[N:4][C:5]([C:8]2[CH:9]=[C:10]([CH:14]([C:16]3[C:21](=[O:22])[CH:20]=[CH:19][N:18]([C:23]4[CH:24]=[N:25][N:26]([CH3:28])[CH:27]=4)[N:17]=3)[CH3:15])[CH:11]=[CH:12][CH:13]=2)=[N:6][CH:7]=1.C([O-])([O-])=O.[K+].[K+].[CH3:35][C:36]1([O:39][CH2:38]1)[CH3:37].[NH4+].[Cl-].